This data is from Catalyst prediction with 721,799 reactions and 888 catalyst types from USPTO. The task is: Predict which catalyst facilitates the given reaction. (1) Reactant: Cl[C:2]1[C:11]2[C:6](=[C:7]([O:12][CH3:13])[CH:8]=[CH:9][CH:10]=2)[N:5]=[C:4]([CH3:14])[CH:3]=1.[NH2:15][CH:16]([C:20]1[CH:25]=[CH:24][CH:23]=[CH:22][CH:21]=1)[C:17]([NH2:19])=[O:18].CN(C)C=O. Product: [CH3:13][O:12][C:7]1[CH:8]=[CH:9][CH:10]=[C:11]2[C:6]=1[N:5]=[C:4]([CH3:14])[CH:3]=[C:2]2[NH:15][CH:16]([C:20]1[CH:25]=[CH:24][CH:23]=[CH:22][CH:21]=1)[C:17]([NH2:19])=[O:18]. The catalyst class is: 10. (2) Reactant: [CH3:1][N:2]=[C:3]=[O:4].[NH2:5][C:6]1[C:15]2[N:16]=[C:17]([CH2:29][NH2:30])[N:18]([CH2:19][CH2:20][NH:21][C:22](=[O:28])[O:23][C:24]([CH3:27])([CH3:26])[CH3:25])[C:14]=2[C:13]2[CH:12]=[CH:11][CH:10]=[CH:9][C:8]=2[N:7]=1. Product: [NH2:5][C:6]1[C:15]2[N:16]=[C:17]([CH2:29][NH:30][C:3]([NH:2][CH3:1])=[O:4])[N:18]([CH2:19][CH2:20][NH:21][C:22](=[O:28])[O:23][C:24]([CH3:26])([CH3:25])[CH3:27])[C:14]=2[C:13]2[CH:12]=[CH:11][CH:10]=[CH:9][C:8]=2[N:7]=1. The catalyst class is: 3.